This data is from Forward reaction prediction with 1.9M reactions from USPTO patents (1976-2016). The task is: Predict the product of the given reaction. (1) Given the reactants [F:1][CH:2]([F:34])[O:3][C:4]1[CH:9]=[CH:8][C:7]([NH:10][C:11]2[N:12]=[N:13][C:14](/[CH:17]=[CH:18]/[C:19]3[CH:20]=[C:21]4[C:25](=[CH:26][CH:27]=3)[N:24]([CH:28]3[CH2:33][CH2:32][CH2:31][CH2:30][O:29]3)[N:23]=[CH:22]4)=[CH:15][CH:16]=2)=[CH:6][CH:5]=1, predict the reaction product. The product is: [F:34][CH:2]([F:1])[O:3][C:4]1[CH:9]=[CH:8][C:7]([NH:10][C:11]2[N:12]=[N:13][C:14]([CH2:17][CH2:18][C:19]3[CH:20]=[C:21]4[C:25](=[CH:26][CH:27]=3)[N:24]([CH:28]3[CH2:33][CH2:32][CH2:31][CH2:30][O:29]3)[N:23]=[CH:22]4)=[CH:15][CH:16]=2)=[CH:6][CH:5]=1. (2) Given the reactants Cl.[NH2:2][C:3]1[CH:4]=[CH:5][C:6]2[C:12]3[S:13][C:14]([C:16]([N:18]([C:20]4[CH:25]=[CH:24][CH:23]=[CH:22][C:21]=4[Cl:26])[CH3:19])=[O:17])=[CH:15][C:11]=3[CH2:10][CH2:9][O:8][C:7]=2[CH:27]=1.CCN(C(C)C)C(C)C.[CH2:37]([N:39]=[C:40]=[O:41])[CH3:38].[Cl-].[NH4+], predict the reaction product. The product is: [Cl:26][C:21]1[CH:22]=[CH:23][CH:24]=[CH:25][C:20]=1[N:18]([CH3:19])[C:16]([C:14]1[S:13][C:12]2[C:6]3[CH:5]=[CH:4][C:3]([NH:2][C:40]([NH:39][CH2:37][CH3:38])=[O:41])=[CH:27][C:7]=3[O:8][CH2:9][CH2:10][C:11]=2[CH:15]=1)=[O:17]. (3) The product is: [O:1]=[C:2]([CH2:11][CH2:12][CH2:13][CH2:14][CH2:15][C:16]([O:18][CH:11]([CH2:12][CH2:26][CH2:25][CH3:24])[CH2:2][CH2:3][CH2:4][CH3:5])=[O:17])[CH2:3][CH2:4][CH2:5][CH2:6][CH2:7][C:8]([O:10][CH:35]([CH2:36][CH2:37][CH2:38][CH3:39])[CH2:34][CH2:33][CH2:32][CH3:31])=[O:9]. Given the reactants [O:1]=[C:2]([CH2:11][CH2:12][CH2:13][CH2:14][CH2:15][C:16]([OH:18])=[O:17])[CH2:3][CH2:4][CH2:5][CH2:6][CH2:7][C:8]([OH:10])=[O:9].CCN=C=N[CH2:24][CH2:25][CH2:26]N(C)C.Cl.[CH3:31][CH2:32][CH2:33][CH2:34][CH:35](O)[CH2:36][CH2:37][CH2:38][CH3:39], predict the reaction product.